From a dataset of Full USPTO retrosynthesis dataset with 1.9M reactions from patents (1976-2016). Predict the reactants needed to synthesize the given product. Given the product [CH2:33]([N:30]1[C:25]2=[N:26][C:27]([CH2:28][CH3:29])=[C:22]([CH2:21][NH:20][C:11]([CH:8]3[CH2:7][CH2:6][N:5]([S:2]([CH3:1])(=[O:3])=[O:4])[CH2:10][CH2:9]3)=[O:13])[C:23]([NH:35][CH:36]3[CH2:37][CH2:38][O:39][CH2:40][CH2:41]3)=[C:24]2[CH:32]=[N:31]1)[CH3:34], predict the reactants needed to synthesize it. The reactants are: [CH3:1][S:2]([N:5]1[CH2:10][CH2:9][CH:8]([C:11]([OH:13])=O)[CH2:7][CH2:6]1)(=[O:4])=[O:3].C(Cl)(=O)C(Cl)=O.[NH2:20][CH2:21][C:22]1[C:27]([CH2:28][CH3:29])=[N:26][C:25]2[N:30]([CH2:33][CH3:34])[N:31]=[CH:32][C:24]=2[C:23]=1[NH:35][CH:36]1[CH2:41][CH2:40][O:39][CH2:38][CH2:37]1.CCN(C(C)C)C(C)C.